Dataset: NCI-60 drug combinations with 297,098 pairs across 59 cell lines. Task: Regression. Given two drug SMILES strings and cell line genomic features, predict the synergy score measuring deviation from expected non-interaction effect. Drug 1: C1=C(C(=O)NC(=O)N1)N(CCCl)CCCl. Drug 2: C1=NNC2=C1C(=O)NC=N2. Cell line: UACC-257. Synergy scores: CSS=-2.97, Synergy_ZIP=-3.71, Synergy_Bliss=-8.93, Synergy_Loewe=-12.5, Synergy_HSA=-10.1.